From a dataset of Forward reaction prediction with 1.9M reactions from USPTO patents (1976-2016). Predict the product of the given reaction. Given the reactants [CH2:1]([NH:3][C:4]([C:6]1[C:10]([C:11]2[CH:16]=[CH:15][C:14]([CH2:17][N:18]3[CH2:23][CH2:22][O:21][CH2:20][CH2:19]3)=[CH:13][CH:12]=2)=[C:9]([C:24]2[CH:29]=[C:28]([CH:30]([CH3:32])[CH3:31])[C:27]([O:33]CC3C=CC=CC=3)=[CH:26][C:25]=2[O:41]CC2C=CC=CC=2)[O:8][N:7]=1)=[O:5])[CH3:2].CO, predict the reaction product. The product is: [CH2:1]([NH:3][C:4]([C:6]1[C:10]([C:11]2[CH:16]=[CH:15][C:14]([CH2:17][N:18]3[CH2:23][CH2:22][O:21][CH2:20][CH2:19]3)=[CH:13][CH:12]=2)=[C:9]([C:24]2[CH:29]=[C:28]([CH:30]([CH3:31])[CH3:32])[C:27]([OH:33])=[CH:26][C:25]=2[OH:41])[O:8][N:7]=1)=[O:5])[CH3:2].